This data is from Peptide-MHC class II binding affinity with 134,281 pairs from IEDB. The task is: Regression. Given a peptide amino acid sequence and an MHC pseudo amino acid sequence, predict their binding affinity value. This is MHC class II binding data. The peptide sequence is VSSKRNLADAVSKAP. The MHC is HLA-DQA10401-DQB10402 with pseudo-sequence HLA-DQA10401-DQB10402. The binding affinity (normalized) is 0.107.